From a dataset of Catalyst prediction with 721,799 reactions and 888 catalyst types from USPTO. Predict which catalyst facilitates the given reaction. (1) Reactant: [CH3:1][S:2]([N:5]1[CH2:10][CH:9]=[C:8]([C:11]2[CH:12]=[C:13]3[CH2:19][C@@:18]([CH3:26])([CH:20]4[CH2:25][CH2:24][NH:23][CH2:22][CH2:21]4)[O:17][C:14]3=[CH:15][N:16]=2)[CH2:7][CH2:6]1)(=[O:4])=[O:3].Cl[C:28]1[CH:33]=[CH:32][C:31]([C:34]([F:37])([F:36])[F:35])=[CH:30][N:29]=1.C(=O)([O-])[O-].[K+].[K+]. Product: [CH3:1][S:2]([N:5]1[CH2:6][CH:7]=[C:8]([C:11]2[CH:12]=[C:13]3[CH2:19][C@@:18]([CH3:26])([CH:20]4[CH2:25][CH2:24][N:23]([C:28]5[CH:33]=[CH:32][C:31]([C:34]([F:37])([F:36])[F:35])=[CH:30][N:29]=5)[CH2:22][CH2:21]4)[O:17][C:14]3=[CH:15][N:16]=2)[CH2:9][CH2:10]1)(=[O:3])=[O:4]. The catalyst class is: 16. (2) Reactant: [Cl:1][C:2]1[CH:7]=[CH:6][C:5]([C:8]2[O:9][C:10]3[CH:20]=[C:19]([N:21]([C:26]4[CH:31]=[CH:30][C:29]([B:32]5[O:36]C(C)(C)C(C)(C)[O:33]5)=[C:28]([C:41]#[N:42])[CH:27]=4)[S:22]([CH3:25])(=[O:24])=[O:23])[C:18]([CH:43]4[CH2:45][CH2:44]4)=[CH:17][C:11]=3[C:12]=2[C:13]([NH:15][CH3:16])=[O:14])=[CH:4][CH:3]=1.Cl.I([O-])(=O)(=O)=O.[Na+]. Product: [Cl:1][C:2]1[CH:7]=[CH:6][C:5]([C:8]2[O:9][C:10]3[CH:20]=[C:19]([N:21]([C:26]4[CH:31]=[CH:30][C:29]([B:32]([OH:36])[OH:33])=[C:28]([C:41]#[N:42])[CH:27]=4)[S:22]([CH3:25])(=[O:23])=[O:24])[C:18]([CH:43]4[CH2:44][CH2:45]4)=[CH:17][C:11]=3[C:12]=2[C:13](=[O:14])[NH:15][CH3:16])=[CH:4][CH:3]=1. The catalyst class is: 7. (3) Reactant: [Cl:1][C:2]1[C:7]([N:8]2[CH:12]=[CH:11][C:10]([NH2:13])=[N:9]2)=[CH:6][CH:5]=[CH:4][N:3]=1.[I:14][C:15]1[CH:23]=[CH:22][CH:21]=[CH:20][C:16]=1[C:17](Cl)=[O:18].C(N(CC)CC)C. Product: [Cl:1][C:2]1[C:7]([N:8]2[CH:12]=[CH:11][C:10]([NH:13][C:17](=[O:18])[C:16]3[CH:20]=[CH:21][CH:22]=[CH:23][C:15]=3[I:14])=[N:9]2)=[CH:6][CH:5]=[CH:4][N:3]=1. The catalyst class is: 4. (4) Reactant: [Cl:1][C:2]1[N:7]=[C:6]([CH2:8][C:9]([C:11]2[CH:12]=[C:13]([NH:17][C:18](=[O:27])[C:19]3[C:24]([F:25])=[CH:23][CH:22]=[CH:21][C:20]=3[F:26])[CH:14]=[CH:15][CH:16]=2)=O)[CH:5]=[CH:4][N:3]=1.[F:28][CH2:29][C:30](=[S:32])[NH2:31]. Product: [Cl:1][C:2]1[N:7]=[C:6]([C:8]2[S:32][C:30]([CH2:29][F:28])=[N:31][C:9]=2[C:11]2[CH:12]=[C:13]([NH:17][C:18](=[O:27])[C:19]3[C:24]([F:25])=[CH:23][CH:22]=[CH:21][C:20]=3[F:26])[CH:14]=[CH:15][CH:16]=2)[CH:5]=[CH:4][N:3]=1. The catalyst class is: 25. (5) Reactant: [CH3:1][NH:2][S:3](Cl)(=[O:5])=[O:4].O1CCCC1.C(OC(=O)[NH:18][C@H:19]1[CH2:24][CH2:23][C@H:22]([NH:25][C:26]2[N:34]=[C:33]3[C:29]([N:30]=[CH:31][N:32]3[CH:35]3[CH2:39][CH2:38][CH2:37][CH2:36]3)=[C:28]([NH:40][CH:41]3[CH2:46][CH2:45][NH:44][CH2:43][CH2:42]3)[N:27]=2)[CH2:21][CH2:20]1)(C)(C)C.Cl. Product: [CH3:1][NH:2][S:3]([N:44]1[CH2:45][CH2:46][CH:41]([NH:40][C:28]2[N:27]=[C:26]([NH:25][CH:22]3[CH2:23][CH2:24][CH:19]([NH2:18])[CH2:20][CH2:21]3)[N:34]=[C:33]3[C:29]=2[N:30]=[CH:31][N:32]3[CH:35]2[CH2:39][CH2:38][CH2:37][CH2:36]2)[CH2:42][CH2:43]1)(=[O:5])=[O:4]. The catalyst class is: 12. (6) Reactant: [NH2:1][C:2]1[C:11]([N+:12]([O-])=O)=[CH:10][CH:9]=[CH:8][C:3]=1[C:4]([NH:6][CH3:7])=[O:5]. Product: [NH2:1][C:2]1[C:11]([NH2:12])=[CH:10][CH:9]=[CH:8][C:3]=1[C:4]([NH:6][CH3:7])=[O:5]. The catalyst class is: 99. (7) Reactant: Br[C:2]1[CH:3]=[C:4]2[C:8](=[CH:9][C:10]=1[F:11])[NH:7][N:6]=[C:5]2[CH3:12].C[Mg]Cl.CC([Li])CC.CN(C)[CH:23]=[O:24].Cl. Product: [F:11][C:10]1[CH:9]=[C:8]2[C:4]([C:5]([CH3:12])=[N:6][NH:7]2)=[CH:3][C:2]=1[CH:23]=[O:24]. The catalyst class is: 1.